Dataset: Reaction yield outcomes from USPTO patents with 853,638 reactions. Task: Predict the reaction yield, written as a fraction of the theoretical maximum amount of product (1.0 means a 100% yield; for example, 0.34 means a 34% yield). (1) The reactants are C(O)(C(F)(F)F)=O.[N:8]1([C:13]2[CH:18]=[CH:17][CH:16]=[CH:15][C:14]=2[OH:19])[CH:12]=[CH:11][CH:10]=[CH:9]1.[F:20][C:21]([F:34])([F:33])[C:22]([N:24]1[C@H:29]2[CH2:30][CH2:31][C@@H:25]1[CH2:26][C:27](=O)[CH2:28]2)=[O:23]. The catalyst is ClC(Cl)C. The product is [F:34][C:21]([F:20])([F:33])[C:22]([N:24]1[CH:29]2[CH2:30][CH2:31][CH:25]1[CH2:26][C:27]1([O:19][C:14]3[CH:15]=[CH:16][CH:17]=[CH:18][C:13]=3[N:8]3[CH:9]=[CH:10][CH:11]=[C:12]13)[CH2:28]2)=[O:23]. The yield is 0.460. (2) The reactants are C[C:2]1[CH:7]=[CH:6][C:5]([C:8]2[CH:13]=[CH:12][C:11]([C:14]([OH:16])=[O:15])=[CH:10][CH:9]=2)=[CH:4][CH:3]=1.[C:17](Cl)(=O)[C:18](Cl)=O.O[C:24]1[CH:59]=[CH:58][C:27]([CH2:28][N:29]([CH2:50][C:51]([O:53]C(C)(C)C)=[O:52])[C:30](=[O:49])[C:31]2[CH:36]=[CH:35][C:34]([NH:37][C:38](=[O:48])[CH2:39][C:40]3[CH:45]=[CH:44][C:43]([O:46][CH3:47])=[CH:42][CH:41]=3)=[CH:33][CH:32]=2)=[CH:26][CH:25]=1. The catalyst is C(Cl)Cl.CN(C=O)C.CN(C1C=CN=CC=1)C.O. The product is [CH3:47][O:46][C:43]1[CH:42]=[CH:41][C:40]([CH2:39][C:38]([NH:37][C:34]2[CH:33]=[CH:32][C:31]([C:30]([N:29]([CH2:50][C:51]([OH:53])=[O:52])[CH2:28][C:27]3[CH:26]=[CH:25][C:24]([O:16][C:14](=[O:15])[C:11]4[CH:10]=[CH:9][C:8]([CH2:5][CH2:6][CH2:7][CH2:2][CH2:3][CH2:4][CH2:17][CH3:18])=[CH:13][CH:12]=4)=[CH:59][CH:58]=3)=[O:49])=[CH:36][CH:35]=2)=[O:48])=[CH:45][CH:44]=1. The yield is 0.190. (3) The reactants are [Cl:1][C:2]1[CH:17]=[CH:16][CH:15]=[CH:14][C:3]=1[CH2:4][O:5][C:6]1[CH:11]=[CH:10][CH:9]=[CH:8][C:7]=1[CH2:12]O.[BrH:18].[C:19]1([PH+:25]([C:32]2[CH:37]=[CH:36][CH:35]=[CH:34][CH:33]=2)[C:26]2[CH:31]=[CH:30][CH:29]=[CH:28][CH:27]=2)[CH:24]=[CH:23][CH:22]=[CH:21][CH:20]=1. The catalyst is C(#N)C. The product is [Br-:18].[Cl:1][C:2]1[CH:17]=[CH:16][CH:15]=[CH:14][C:3]=1[CH2:4][O:5][C:6]1[CH:11]=[CH:10][CH:9]=[CH:8][C:7]=1[CH2:12][P+:25]([C:26]1[CH:27]=[CH:28][CH:29]=[CH:30][CH:31]=1)([C:32]1[CH:37]=[CH:36][CH:35]=[CH:34][CH:33]=1)[C:19]1[CH:20]=[CH:21][CH:22]=[CH:23][CH:24]=1. The yield is 0.910.